Dataset: Reaction yield outcomes from USPTO patents with 853,638 reactions. Task: Predict the reaction yield, written as a fraction of the theoretical maximum amount of product (1.0 means a 100% yield; for example, 0.34 means a 34% yield). (1) The reactants are [C:1](#[N:5])[CH2:2][C:3]#[N:4].C(N(CC)CC)C.[CH2:13]([N:15]1[C:20]2[CH:21]=[C:22]([I:25])[CH:23]=[CH:24][C:19]=2[C:18](=O)[O:17]C1=O)[CH3:14]. The catalyst is CN(C=O)C. The product is [NH2:4][C:3]1[N:15]([CH2:13][CH3:14])[C:20]2[C:19]([C:18](=[O:17])[C:2]=1[C:1]#[N:5])=[CH:24][CH:23]=[C:22]([I:25])[CH:21]=2. The yield is 0.260. (2) The reactants are C(O)(=O)C.[CH:5](=O)[C:6]1[CH:11]=[CH:10][CH:9]=[CH:8][CH:7]=1.[CH:13]([N:16]1[CH2:22][CH2:21][CH2:20][N:19]([C:23]([C:25]2[CH:26]=[C:27]3[C:32](=[CH:33][CH:34]=2)[CH2:31][NH:30][CH2:29][CH2:28]3)=[O:24])[CH2:18][CH2:17]1)([CH3:15])[CH3:14].[BH-](OC(C)=O)(OC(C)=O)OC(C)=O.[Na+]. The catalyst is ClCCCl. The product is [CH2:5]([N:30]1[CH2:29][CH2:28][C:27]2[C:32](=[CH:33][CH:34]=[C:25]([C:23]([N:19]3[CH2:20][CH2:21][CH2:22][N:16]([CH:13]([CH3:15])[CH3:14])[CH2:17][CH2:18]3)=[O:24])[CH:26]=2)[CH2:31]1)[C:6]1[CH:11]=[CH:10][CH:9]=[CH:8][CH:7]=1. The yield is 0.640. (3) The reactants are [F:1][C:2]([F:19])([F:18])[C:3]1[CH:11]=[C:10]([C:12]([F:15])([F:14])[F:13])[CH:9]=[C:8]([O:16][CH3:17])[C:4]=1[C:5](O)=[O:6].C(N(CC)C(C)C)(C)C.F[P-](F)(F)(F)(F)F.N1(OC(N(C)C)=[N+](C)C)C2N=CC=CC=2N=N1.Cl.Cl.[N:55]1([C@H:60]2[CH2:65][CH2:64][CH2:63][CH2:62][C@H:61]2[NH2:66])[CH2:59][CH2:58][CH2:57][CH2:56]1. The catalyst is CN(C)C=O. The product is [CH3:17][O:16][C:8]1[CH:9]=[C:10]([C:12]([F:13])([F:14])[F:15])[CH:11]=[C:3]([C:2]([F:1])([F:18])[F:19])[C:4]=1[C:5]([NH:66][C@@H:61]1[CH2:62][CH2:63][CH2:64][CH2:65][C@@H:60]1[N:55]1[CH2:56][CH2:57][CH2:58][CH2:59]1)=[O:6]. The yield is 0.520. (4) The reactants are C([O-])=O.[K+].C(O)=O.O.[CH3:9][O:10][C:11]1[CH:12]=[C:13]2[C:18](=[CH:19][C:20]=1[O:21][CH3:22])[N:17]=[CH:16][CH:15]=[C:14]2[O:23][C:24]1[CH:29]=[CH:28][C:27]([N+:30]([O-])=O)=[CH:26][CH:25]=1. The catalyst is [Pd].O1CCCC1. The product is [CH3:9][O:10][C:11]1[CH:12]=[C:13]2[C:18](=[CH:19][C:20]=1[O:21][CH3:22])[N:17]=[CH:16][CH:15]=[C:14]2[O:23][C:24]1[CH:25]=[CH:26][C:27]([NH2:30])=[CH:28][CH:29]=1. The yield is 0.970. (5) The reactants are FC(F)(F)S(O[Si](C)(C)C)(=O)=O.[CH3:13][C:14]1[N:15]([CH2:25][C:26]([O:28][CH2:29][CH3:30])=[O:27])[C:16]2[CH2:17][C:18]([CH3:24])([CH3:23])[CH2:19][CH2:20][C:21]=2[CH:22]=1.[O:31]1[CH2:36][CH2:35][N:34]([S:37]([C:40]2[CH:47]=[CH:46][CH:45]=[CH:44][C:41]=2[CH:42]=O)(=[O:39])=[O:38])[CH2:33][CH2:32]1.C([SiH](CC)CC)C. The catalyst is ClCCl. The product is [CH3:13][C:14]1[N:15]([CH2:25][C:26]([O:28][CH2:29][CH3:30])=[O:27])[C:16]2[CH2:17][C:18]([CH3:24])([CH3:23])[CH2:19][CH2:20][C:21]=2[C:22]=1[CH2:42][C:41]1[CH:44]=[CH:45][CH:46]=[CH:47][C:40]=1[S:37]([N:34]1[CH2:35][CH2:36][O:31][CH2:32][CH2:33]1)(=[O:38])=[O:39]. The yield is 0.453. (6) The reactants are [C:1]1([CH:7]([C:13]2[CH:18]=[CH:17][CH:16]=[CH:15][CH:14]=2)[N:8]2[CH2:11][C:10](=O)[CH2:9]2)[CH:6]=[CH:5][CH:4]=[CH:3][CH:2]=1.Cl.[CH2:20]1[NH:25][CH2:24][CH2:23][N:22]2[C:26](=[O:30])[CH2:27][CH2:28][CH2:29][CH:21]12.C(O)(=O)C.C([BH3-])#N.C[NH+](C)C. The catalyst is CO. The product is [C:1]1([CH:7]([C:13]2[CH:18]=[CH:17][CH:16]=[CH:15][CH:14]=2)[N:8]2[CH2:11][CH:10]([N:25]3[CH2:24][CH2:23][N:22]4[C:26](=[O:30])[CH2:27][CH2:28][CH2:29][CH:21]4[CH2:20]3)[CH2:9]2)[CH:6]=[CH:5][CH:4]=[CH:3][CH:2]=1. The yield is 0.280. (7) The product is [Cl:11][C:4]1[CH:5]=[C:6]([CH:9]=[CH:10][C:3]=1[CH2:2][N:16]1[C:12](=[O:22])[C:13]2[C:14](=[CH:18][CH:19]=[CH:20][CH:21]=2)[C:15]1=[O:17])[CH:7]=[O:8]. The catalyst is CN(C=O)C.O. The yield is 0.600. The reactants are Br[CH2:2][C:3]1[CH:10]=[CH:9][C:6]([CH:7]=[O:8])=[CH:5][C:4]=1[Cl:11].[C:12]1(=[O:22])[NH:16][C:15](=[O:17])[C:14]2=[CH:18][CH:19]=[CH:20][CH:21]=[C:13]12.[K].